Dataset: Catalyst prediction with 721,799 reactions and 888 catalyst types from USPTO. Task: Predict which catalyst facilitates the given reaction. (1) Reactant: [CH2:1]([C:8]([CH3:34])([CH2:15][C:16]1[CH:21]=[CH:20][C:19]([O:22][CH2:23][CH2:24][CH2:25][NH:26][C:27]2[CH:32]=[CH:31][CH:30]=[CH:29][N+:28]=2[O-])=[CH:18][CH:17]=1)[CH2:9][C:10]([O:12][CH2:13][CH3:14])=[O:11])[C:2]1[CH:7]=[CH:6][CH:5]=[CH:4][CH:3]=1.C1C=CC(P(C2C=CC=CC=2)C2C=CC=CC=2)=CC=1. Product: [CH2:1]([C:8]([CH3:34])([CH2:15][C:16]1[CH:17]=[CH:18][C:19]([O:22][CH2:23][CH2:24][CH2:25][NH:26][C:27]2[CH:32]=[CH:31][CH:30]=[CH:29][N:28]=2)=[CH:20][CH:21]=1)[CH2:9][C:10]([O:12][CH2:13][CH3:14])=[O:11])[C:2]1[CH:7]=[CH:6][CH:5]=[CH:4][CH:3]=1. The catalyst class is: 180. (2) Reactant: [F:1][C:2]1[CH:7]=[CH:6][CH:5]=[C:4]([F:8])[C:3]=1[C:9]1[NH:10][C:11]2[C:17]([O:18][CH3:19])=[CH:16][CH:15]=[CH:14][C:12]=2[N:13]=1.[CH3:20][C:21]([CH3:25])=[CH:22][CH2:23]Br.[H-].[Na+]. Product: [CH3:20][C:21]([CH3:25])=[CH:22][CH2:23][N:13]1[C:12]2[CH:14]=[CH:15][CH:16]=[C:17]([O:18][CH3:19])[C:11]=2[N:10]=[C:9]1[C:3]1[C:4]([F:8])=[CH:5][CH:6]=[CH:7][C:2]=1[F:1]. The catalyst class is: 1. (3) Reactant: [C:1]([C:5]1[CH:31]=[C:8]2[N:9]=[C:10]([CH3:30])[C:11]([CH:22]([CH2:27][CH2:28][CH3:29])[C:23]([O:25]C)=[O:24])=[C:12]([C:13]3[CH:21]=[C:20]4[C:16]([CH:17]=[CH:18][NH:19]4)=[CH:15][CH:14]=3)[N:7]2[N:6]=1)([CH3:4])([CH3:3])[CH3:2].[OH-].[Na+]. Product: [C:1]([C:5]1[CH:31]=[C:8]2[N:9]=[C:10]([CH3:30])[C:11]([CH:22]([CH2:27][CH2:28][CH3:29])[C:23]([OH:25])=[O:24])=[C:12]([C:13]3[CH:21]=[C:20]4[C:16]([CH:17]=[CH:18][NH:19]4)=[CH:15][CH:14]=3)[N:7]2[N:6]=1)([CH3:3])([CH3:4])[CH3:2]. The catalyst class is: 5. (4) Reactant: [OH-].[Na+].[C:3]([O:7][C@@H:8]([C:15]1[C:16]([CH3:44])=[N:17][C:18]([CH3:43])=[C:19]([C:27]2[CH:32]=[CH:31][C:30]([O:33][CH2:34][CH2:35][C:36]3[CH:41]=[CH:40][C:39]([F:42])=[CH:38][CH:37]=3)=[CH:29][CH:28]=2)[C:20]=1[N:21]1[CH2:24][C:23]([F:26])([F:25])[CH2:22]1)[C:9]([O:11]C(C)C)=[O:10])([CH3:6])([CH3:5])[CH3:4].Cl. Product: [C:3]([O:7][C@@H:8]([C:15]1[C:16]([CH3:44])=[N:17][C:18]([CH3:43])=[C:19]([C:27]2[CH:32]=[CH:31][C:30]([O:33][CH2:34][CH2:35][C:36]3[CH:37]=[CH:38][C:39]([F:42])=[CH:40][CH:41]=3)=[CH:29][CH:28]=2)[C:20]=1[N:21]1[CH2:22][C:23]([F:26])([F:25])[CH2:24]1)[C:9]([OH:11])=[O:10])([CH3:6])([CH3:5])[CH3:4]. The catalyst class is: 8. (5) Reactant: [Cl:1][C:2]1[C:3]2[CH:17]=[CH:16][NH:15][C:4]=2[N:5]=[C:6]([NH:8][C:9](=[O:14])[C:10]([CH3:13])([CH3:12])[CH3:11])[N:7]=1.[I:18]N1C(=O)CCC1=O. Product: [Cl:1][C:2]1[C:3]2[C:17]([I:18])=[CH:16][NH:15][C:4]=2[N:5]=[C:6]([NH:8][C:9](=[O:14])[C:10]([CH3:13])([CH3:11])[CH3:12])[N:7]=1. The catalyst class is: 1. (6) Reactant: [CH3:1][O:2][C:3]([C:5]1[CH:14]=[C:13]2[C:8]([CH:9]=[CH:10][CH:11]=[N+:12]2[O-])=[CH:7][CH:6]=1)=[O:4].[F:16][C:17]([F:21])([F:20])[CH2:18][NH2:19].CC1C=CC(S(OS(C2C=CC(C)=CC=2)(=O)=O)(=O)=O)=CC=1. Product: [F:16][C:17]([F:21])([F:20])[CH2:18][NH:19][C:11]1[CH:10]=[CH:9][C:8]2[C:13](=[CH:14][C:5]([C:3]([O:2][CH3:1])=[O:4])=[CH:6][CH:7]=2)[N:12]=1. The catalyst class is: 4.